Dataset: NCI-60 drug combinations with 297,098 pairs across 59 cell lines. Task: Regression. Given two drug SMILES strings and cell line genomic features, predict the synergy score measuring deviation from expected non-interaction effect. (1) Drug 1: CN1C(=O)N2C=NC(=C2N=N1)C(=O)N. Synergy scores: CSS=11.5, Synergy_ZIP=-1.80, Synergy_Bliss=5.28, Synergy_Loewe=0.849, Synergy_HSA=1.12. Cell line: LOX IMVI. Drug 2: CC(C)NC(=O)C1=CC=C(C=C1)CNNC.Cl. (2) Drug 1: CC(C1=C(C=CC(=C1Cl)F)Cl)OC2=C(N=CC(=C2)C3=CN(N=C3)C4CCNCC4)N. Drug 2: CN(CCCl)CCCl.Cl. Cell line: HT29. Synergy scores: CSS=18.3, Synergy_ZIP=-6.04, Synergy_Bliss=-4.74, Synergy_Loewe=-9.67, Synergy_HSA=-9.25. (3) Drug 1: CN1C(=O)N2C=NC(=C2N=N1)C(=O)N. Drug 2: C1=NNC2=C1C(=O)NC=N2. Cell line: MDA-MB-231. Synergy scores: CSS=5.78, Synergy_ZIP=7.69, Synergy_Bliss=2.62, Synergy_Loewe=2.60, Synergy_HSA=2.16. (4) Drug 1: CC1=CC=C(C=C1)C2=CC(=NN2C3=CC=C(C=C3)S(=O)(=O)N)C(F)(F)F. Drug 2: CC1=C(C(CCC1)(C)C)C=CC(=CC=CC(=CC(=O)O)C)C. Cell line: SK-MEL-5. Synergy scores: CSS=-0.258, Synergy_ZIP=2.03, Synergy_Bliss=4.22, Synergy_Loewe=0.349, Synergy_HSA=0.947. (5) Drug 1: C1=CC(=C2C(=C1NCCNCCO)C(=O)C3=C(C=CC(=C3C2=O)O)O)NCCNCCO. Drug 2: CCC1(CC2CC(C3=C(CCN(C2)C1)C4=CC=CC=C4N3)(C5=C(C=C6C(=C5)C78CCN9C7C(C=CC9)(C(C(C8N6C=O)(C(=O)OC)O)OC(=O)C)CC)OC)C(=O)OC)O.OS(=O)(=O)O. Cell line: BT-549. Synergy scores: CSS=50.3, Synergy_ZIP=4.93, Synergy_Bliss=4.55, Synergy_Loewe=5.33, Synergy_HSA=7.97. (6) Cell line: NCI-H522. Synergy scores: CSS=68.2, Synergy_ZIP=2.72, Synergy_Bliss=2.50, Synergy_Loewe=6.23, Synergy_HSA=7.57. Drug 2: CC1C(C(CC(O1)OC2CC(CC3=C2C(=C4C(=C3O)C(=O)C5=CC=CC=C5C4=O)O)(C(=O)C)O)N)O. Drug 1: CCC1=C2CN3C(=CC4=C(C3=O)COC(=O)C4(CC)O)C2=NC5=C1C=C(C=C5)O. (7) Drug 1: CC1OCC2C(O1)C(C(C(O2)OC3C4COC(=O)C4C(C5=CC6=C(C=C35)OCO6)C7=CC(=C(C(=C7)OC)O)OC)O)O. Drug 2: C1CN(P(=O)(OC1)NCCCl)CCCl. Cell line: SK-MEL-2. Synergy scores: CSS=26.0, Synergy_ZIP=-1.98, Synergy_Bliss=2.02, Synergy_Loewe=-11.0, Synergy_HSA=1.37. (8) Drug 1: CC12CCC(CC1=CCC3C2CCC4(C3CC=C4C5=CN=CC=C5)C)O. Drug 2: CC(CN1CC(=O)NC(=O)C1)N2CC(=O)NC(=O)C2. Cell line: MDA-MB-231. Synergy scores: CSS=22.2, Synergy_ZIP=-2.28, Synergy_Bliss=6.65, Synergy_Loewe=7.31, Synergy_HSA=7.51. (9) Drug 1: CCCS(=O)(=O)NC1=C(C(=C(C=C1)F)C(=O)C2=CNC3=C2C=C(C=N3)C4=CC=C(C=C4)Cl)F. Drug 2: CC1=CC2C(CCC3(C2CCC3(C(=O)C)OC(=O)C)C)C4(C1=CC(=O)CC4)C. Cell line: UO-31. Synergy scores: CSS=8.87, Synergy_ZIP=-2.12, Synergy_Bliss=0.450, Synergy_Loewe=-3.64, Synergy_HSA=0.465.